This data is from Retrosynthesis with 50K atom-mapped reactions and 10 reaction types from USPTO. The task is: Predict the reactants needed to synthesize the given product. (1) Given the product CN1CCc2c(c3cc(Cl)ccc3n2CCC(=O)N2CCCC2)C1, predict the reactants needed to synthesize it. The reactants are: C1CCNC1.CCOC(=O)CCn1c2c(c3cc(Cl)ccc31)CN(C)CC2. (2) Given the product [O-][n+]1nc(CCCN2CCCC2)[n+]([O-])c2cc3c(cc21)CCC3, predict the reactants needed to synthesize it. The reactants are: OO.[O-][n+]1nc(CCCN2CCCC2)nc2cc3c(cc21)CCC3.